From a dataset of Forward reaction prediction with 1.9M reactions from USPTO patents (1976-2016). Predict the product of the given reaction. (1) Given the reactants [H-].[Na+].O1CCCC1.[C:8](=[O:13])([O:11][CH3:12])OC.[N:14]1[CH:19]=[CH:18][C:17]([C:20]2[S:24][C:23]([C:25](=[O:27])[CH3:26])=[CH:22][CH:21]=2)=[CH:16][CH:15]=1, predict the reaction product. The product is: [O:27]=[C:25]([C:23]1[S:24][C:20]([C:17]2[CH:18]=[CH:19][N:14]=[CH:15][CH:16]=2)=[CH:21][CH:22]=1)[CH2:26][C:8]([O:11][CH3:12])=[O:13]. (2) Given the reactants [Br:1][C:2]1[CH:3]=[C:4](B(O)O)[C:5]([F:8])=[N:6][CH:7]=1.C(=O)([O-])[O-].[Na+].[Na+].[F:18][C:19]([F:29])([F:28])[C:20]1[CH:25]=[CH:24][C:23]([CH:26]=[CH2:27])=[CH:22][CH:21]=1, predict the reaction product. The product is: [Br:1][C:2]1[CH:3]=[C:4](/[CH:27]=[CH:26]/[C:23]2[CH:22]=[CH:21][C:20]([C:19]([F:18])([F:28])[F:29])=[CH:25][CH:24]=2)[C:5]([F:8])=[N:6][CH:7]=1.